This data is from Forward reaction prediction with 1.9M reactions from USPTO patents (1976-2016). The task is: Predict the product of the given reaction. (1) Given the reactants C1COCC1.[BH4-].[Na+].CS(O)(=O)=O.[O:13]=[C:14]([N:28]1[CH2:33][CH2:32][N:31]2[C:34]([C:37]([F:40])([F:39])[F:38])=[N:35][N:36]=[C:30]2[CH2:29]1)[CH:15]=[C:16]([NH2:27])[CH2:17][C:18]1[CH:23]=[C:22]([F:24])[C:21]([F:25])=[CH:20][C:19]=1[F:26], predict the reaction product. The product is: [O:13]=[C:14]([N:28]1[CH2:33][CH2:32][N:31]2[C:34]([C:37]([F:40])([F:39])[F:38])=[N:35][N:36]=[C:30]2[CH2:29]1)[CH2:15][CH:16]([NH2:27])[CH2:17][C:18]1[CH:23]=[C:22]([F:24])[C:21]([F:25])=[CH:20][C:19]=1[F:26]. (2) Given the reactants [N+:1]([C:4]1[CH:9]=[CH:8][C:7]([NH:10][CH2:11][CH2:12][CH2:13][CH2:14][CH2:15][OH:16])=[C:6]([CH3:17])[CH:5]=1)([O-])=O.C1(N)C(F)=C(F)C(F)=C(N)C=1F.[ClH:30].Cl, predict the reaction product. The product is: [ClH:30].[ClH:30].[NH2:1][C:4]1[CH:9]=[CH:8][C:7]([NH:10][CH2:11][CH2:12][CH2:13][CH2:14][CH2:15][OH:16])=[C:6]([CH3:17])[CH:5]=1. (3) The product is: [C:20]([O:24][C:25](=[O:38])[NH:26][C@H:27]([C:36]#[N:37])[CH2:28][C:29]1[CH:30]=[CH:31][C:32]([C:8]2[CH:9]=[CH:10][C:11]3[O:15][C:14](=[O:16])[N:13]([CH3:17])[C:12]=3[CH:18]=2)=[CH:33][CH:34]=1)([CH3:23])([CH3:21])[CH3:22]. Given the reactants CC1(C)COB([C:8]2[CH:9]=[CH:10][C:11]3[O:15][C:14](=[O:16])[N:13]([CH3:17])[C:12]=3[CH:18]=2)OC1.[C:20]([O:24][C:25](=[O:38])[NH:26][C@H:27]([C:36]#[N:37])[CH2:28][C:29]1[CH:34]=[CH:33][C:32](I)=[CH:31][CH:30]=1)([CH3:23])([CH3:22])[CH3:21].C(=O)([O-])[O-].[K+].[K+].C(Cl)Cl, predict the reaction product. (4) Given the reactants [C:1]([NH:5][C:6](=[O:34])[C:7]1[CH:12]=[CH:11][CH:10]=[C:9]([CH2:13][N:14]2[CH2:19][CH2:18][N:17]([C:20](=[O:31])[C:21]3[CH:26]=[CH:25][C:24]([N+:27]([O-])=O)=[C:23]([F:30])[CH:22]=3)[CH2:16][CH:15]2[CH2:32][F:33])[CH:8]=1)([CH3:4])([CH3:3])[CH3:2].Cl, predict the reaction product. The product is: [NH2:27][C:24]1[CH:25]=[CH:26][C:21]([C:20]([N:17]2[CH2:18][CH2:19][N:14]([CH2:13][C:9]3[CH:8]=[C:7]([CH:12]=[CH:11][CH:10]=3)[C:6]([NH:5][C:1]([CH3:4])([CH3:3])[CH3:2])=[O:34])[CH:15]([CH2:32][F:33])[CH2:16]2)=[O:31])=[CH:22][C:23]=1[F:30]. (5) Given the reactants C(OC(=O)N([C@H]1[C@H](C2C=CC(Cl)=C(Cl)C=2)CN(CC2C=CC=CC=2)C1)C)(C)(C)C.C(O[C:35](=O)[N:36]([C@@H:38]1[C@@H:42]([C:43]2[CH:48]=[CH:47][C:46]([Cl:49])=[C:45]([Cl:50])[CH:44]=2)[CH2:41][N:40]([C:51]([CH:53]2[CH2:58][CH2:57][N:56]([C:59]([C:61]3([CH3:64])[CH2:63][CH2:62]3)=[O:60])[CH2:55][CH2:54]2)=[O:52])[CH2:39]1)C)(C)(C)C, predict the reaction product. The product is: [Cl:50][C:45]1[CH:44]=[C:43]([C@H:42]2[C@H:38]([NH:36][CH3:35])[CH2:39][N:40]([C:51]([CH:53]3[CH2:58][CH2:57][N:56]([C:59]([C:61]4([CH3:64])[CH2:62][CH2:63]4)=[O:60])[CH2:55][CH2:54]3)=[O:52])[CH2:41]2)[CH:48]=[CH:47][C:46]=1[Cl:49].